Dataset: Full USPTO retrosynthesis dataset with 1.9M reactions from patents (1976-2016). Task: Predict the reactants needed to synthesize the given product. (1) Given the product [ClH:9].[ClH:9].[NH2:1][CH:2]1[CH2:7][CH2:6][CH:5]([NH:8][C:10]2[N:18]=[C:17]3[C:13]([N:14]=[CH:15][N:16]3[CH:19]3[CH2:23][CH2:22][S:21][CH2:20]3)=[C:12]([NH:24][CH2:25][C:26]3[CH:31]=[CH:30][CH:29]=[CH:28][CH:27]=3)[N:11]=2)[CH2:4][CH2:3]1, predict the reactants needed to synthesize it. The reactants are: [NH2:1][C@H:2]1[CH2:7][CH2:6][C@H:5]([NH2:8])[CH2:4][CH2:3]1.[Cl:9][C:10]1[N:18]=[C:17]2[C:13]([N:14]=[CH:15][N:16]2[CH:19]2[CH2:23][CH2:22][S:21][CH2:20]2)=[C:12]([NH:24][CH2:25][C:26]2[CH:31]=[CH:30][CH:29]=[CH:28][CH:27]=2)[N:11]=1. (2) The reactants are: [CH3:1][C:2]1([CH3:14])[CH:4]2[CH2:5][C:6]3[C:10]([CH:3]12)=[N:9][NH:8][C:7]=3[C:11]([NH2:13])=O.FC(F)(F)C(OC(=O)C(F)(F)F)=O.C(OCC)(=O)C. Given the product [CH3:1][C:2]1([CH3:14])[CH:4]2[CH2:5][C:6]3[C:10]([CH:3]12)=[N:9][NH:8][C:7]=3[C:11]#[N:13], predict the reactants needed to synthesize it. (3) The reactants are: [CH3:1][NH:2][C:3]([C:5]1[CH:10]=[C:9]([O:11][C:12]2[CH:17]=[CH:16][C:15]([NH2:18])=[C:14]([F:19])[CH:13]=2)[CH:8]=[CH:7][N:6]=1)=[O:4].[Cl:20][C:21]1[CH:26]=[CH:25][C:24]([N:27]=[C:28]=[O:29])=[CH:23][C:22]=1[C:30]([F:33])([F:32])[F:31]. Given the product [CH3:1][NH:2][C:3]([C:5]1[CH:10]=[C:9]([O:11][C:12]2[CH:17]=[CH:16][C:15]([NH:18][C:28]([NH:27][C:24]3[CH:25]=[CH:26][C:21]([Cl:20])=[C:22]([C:30]([F:32])([F:31])[F:33])[CH:23]=3)=[O:29])=[C:14]([F:19])[CH:13]=2)[CH:8]=[CH:7][N:6]=1)=[O:4], predict the reactants needed to synthesize it. (4) Given the product [Cl:9][C:6]1[N:5]=[C:4]([CH3:10])[N:3]=[C:2]([N:12]([CH3:11])[CH2:13][CH2:14][C:15]2[CH:20]=[CH:19][N:18]=[CH:17][CH:16]=2)[C:7]=1[F:8], predict the reactants needed to synthesize it. The reactants are: Cl[C:2]1[C:7]([F:8])=[C:6]([Cl:9])[N:5]=[C:4]([CH3:10])[N:3]=1.[CH3:11][NH:12][CH2:13][CH2:14][C:15]1[CH:20]=[CH:19][N:18]=[CH:17][CH:16]=1.C(N(CC)CC)C. (5) Given the product [CH3:21][S:22][C:23]1[N:24]=[CH:25][C:26]2[CH2:32][N:31]([C:2]3[CH:3]=[C:4]([CH:18]=[CH:19][CH:20]=3)[C:5]([NH:7][C:8]3[CH:13]=[CH:12][CH:11]=[C:10]([C:14]([F:17])([F:16])[F:15])[CH:9]=3)=[O:6])[CH2:30][CH2:29][C:27]=2[N:28]=1, predict the reactants needed to synthesize it. The reactants are: Br[C:2]1[CH:3]=[C:4]([CH:18]=[CH:19][CH:20]=1)[C:5]([NH:7][C:8]1[CH:13]=[CH:12][CH:11]=[C:10]([C:14]([F:17])([F:16])[F:15])[CH:9]=1)=[O:6].[CH3:21][S:22][C:23]1[N:24]=[CH:25][C:26]2[CH2:32][NH:31][CH2:30][CH2:29][C:27]=2[N:28]=1.CC(C)([O-])C.[Na+]. (6) Given the product [O:22]=[C:9]1[C:8]2([C:6]3[CH:7]=[C:2]([C:29]#[N:30])[CH:3]=[CH:4][C:5]=3[O:24][CH2:23]2)[C:16]2[C:11](=[CH:12][CH:13]=[CH:14][CH:15]=2)[N:10]1[CH2:17][CH2:18][CH2:19][CH2:20][CH3:21], predict the reactants needed to synthesize it. The reactants are: Br[C:2]1[CH:3]=[CH:4][C:5]2[O:24][CH2:23][C:8]3([C:16]4[C:11](=[CH:12][CH:13]=[CH:14][CH:15]=4)[N:10]([CH2:17][CH2:18][CH2:19][CH2:20][CH3:21])[C:9]3=[O:22])[C:6]=2[CH:7]=1.BrC1C=CC=C2C=1C1(C3=CC4OCOC=4C=C3OC1)[C:29](=O)[N:30]2CCCCC. (7) Given the product [C:1]1([N:7]2[N:11]=[C:10]([C:12]([NH:15][C:16]3[CH:21]=[CH:20][C:19]([C@@H:22]4[O:27][CH2:26][CH2:25][N:24]([C:28]([O:30][C:31]([CH3:34])([CH3:33])[CH3:32])=[O:29])[CH2:23]4)=[CH:18][CH:17]=3)=[O:14])[CH:9]=[N:8]2)[CH:2]=[CH:3][CH:4]=[CH:5][CH:6]=1, predict the reactants needed to synthesize it. The reactants are: [C:1]1([N:7]2[N:11]=[C:10]([C:12]([OH:14])=O)[CH:9]=[N:8]2)[CH:6]=[CH:5][CH:4]=[CH:3][CH:2]=1.[NH2:15][C:16]1[CH:21]=[CH:20][C:19]([C@@H:22]2[O:27][CH2:26][CH2:25][N:24]([C:28]([O:30][C:31]([CH3:34])([CH3:33])[CH3:32])=[O:29])[CH2:23]2)=[CH:18][CH:17]=1.CN1CCOCC1.CN(C(ON1N=NC2C=CC=CC1=2)=[N+](C)C)C.F[P-](F)(F)(F)(F)F. (8) Given the product [CH:21]1([S:27][C:28]2[C:33]([CH2:34][NH:35][C:12]([NH:11][C:4]3[C:5]4[C:10](=[CH:9][CH:8]=[CH:7][CH:6]=4)[CH:1]=[N:2][CH:3]=3)=[O:20])=[CH:32][CH:31]=[C:30]([C:36]([F:38])([F:39])[F:37])[N:29]=2)[CH2:22][CH2:23][CH2:24][CH2:25][CH2:26]1, predict the reactants needed to synthesize it. The reactants are: [CH:1]1[C:10]2[C:5](=[CH:6][CH:7]=[CH:8][CH:9]=2)[C:4]([NH:11][C:12](=[O:20])OC2C=CC=CC=2)=[CH:3][N:2]=1.[CH:21]1([S:27][C:28]2[C:33]([CH2:34][NH2:35])=[CH:32][CH:31]=[C:30]([C:36]([F:39])([F:38])[F:37])[N:29]=2)[CH2:26][CH2:25][CH2:24][CH2:23][CH2:22]1.C(N(CC)CC)C.